Dataset: Catalyst prediction with 721,799 reactions and 888 catalyst types from USPTO. Task: Predict which catalyst facilitates the given reaction. (1) Reactant: [CH3:1][N:2]1[CH2:15][CH2:14][C:5]2[NH:6][C:7]3[CH:8]=[CH:9][C:10]([CH3:13])=[CH:11][C:12]=3[C:4]=2[CH2:3]1.[F:16][C:17]1[CH:18]=[N:19][CH:20]=[C:21]([CH:23]=[CH2:24])[CH:22]=1.[OH-].[K+]. Product: [F:16][C:17]1[CH:22]=[C:21]([CH2:23][CH2:24][N:6]2[C:7]3[CH:8]=[CH:9][C:10]([CH3:13])=[CH:11][C:12]=3[C:4]3[CH2:3][N:2]([CH3:1])[CH2:15][CH2:14][C:5]2=3)[CH:20]=[N:19][CH:18]=1. The catalyst class is: 37. (2) Reactant: [CH2:1]([N:3]1[CH2:8][C:7]([CH3:10])([CH3:9])[O:6][C:5](=[O:11])[CH:4]1[CH2:12][C:13]([OH:15])=O)[CH3:2].C(N(C(C)C)CC)(C)C.CN(C(ON1N=NC2C=CC=NC1=2)=[N+](C)C)C.F[P-](F)(F)(F)(F)F.[S:49]1[C:53]2[CH:54]=[CH:55][C:56]([NH2:58])=[CH:57][C:52]=2[N:51]=[CH:50]1. Product: [S:49]1[C:53]2[CH:54]=[CH:55][C:56]([NH:58][C:13](=[O:15])[CH2:12][CH:4]3[C:5](=[O:11])[O:6][C:7]([CH3:9])([CH3:10])[CH2:8][N:3]3[CH2:1][CH3:2])=[CH:57][C:52]=2[N:51]=[CH:50]1. The catalyst class is: 3.